This data is from Full USPTO retrosynthesis dataset with 1.9M reactions from patents (1976-2016). The task is: Predict the reactants needed to synthesize the given product. (1) Given the product [N+:1]([C:4]1[CH:5]=[CH:6][C:7]([S:10]([CH3:13])(=[N:12][C:21](=[O:24])[CH2:22][CH3:23])=[O:11])=[CH:8][CH:9]=1)([O-:3])=[O:2], predict the reactants needed to synthesize it. The reactants are: [N+:1]([C:4]1[CH:9]=[CH:8][C:7]([S:10]([CH3:13])(=[NH:12])=[O:11])=[CH:6][CH:5]=1)([O-:3])=[O:2].C(N(CC)CC)C.[C:21](Cl)(=[O:24])[CH2:22][CH3:23]. (2) Given the product [CH:27]([OH:29])=[O:28].[NH2:42][CH2:43][CH2:44][CH2:45][NH:1][CH2:2][C:3]1[N:4]=[N:5][N:6]([CH2:8][C@@H:9]2[C@H:12]([NH:13][C:14](=[O:30])/[C:15](=[N:22]\[O:23][C:24]3([C:27]([OH:29])=[O:28])[CH2:26][CH2:25]3)/[C:16]3[N:17]=[C:18]([NH2:21])[S:19][CH:20]=3)[C:11](=[O:31])[N:10]2[S:32]([OH:35])(=[O:34])=[O:33])[CH:7]=1, predict the reactants needed to synthesize it. The reactants are: [NH2:1][CH2:2][C:3]1[N:4]=[N:5][N:6]([CH2:8][C@@H:9]2[C@H:12]([NH:13][C:14](=[O:30])/[C:15](=[N:22]\[O:23][C:24]3([C:27]([OH:29])=[O:28])[CH2:26][CH2:25]3)/[C:16]3[N:17]=[C:18]([NH2:21])[S:19][CH:20]=3)[C:11](=[O:31])[N:10]2[S:32]([OH:35])(=[O:34])=[O:33])[CH:7]=1.C(OC(=O)[NH:42][CH2:43][CH2:44][CH2:45]Br)(C)(C)C.CCN(C(C)C)C(C)C. (3) Given the product [C:42]([C:41]1[CH:46]=[C:37]([CH:38]=[CH:39][C:40]=1[CH3:47])[CH2:36][O:1][CH:2]1[CH:7]([C:8]2[CH:13]=[CH:12][C:11]([O:14][CH2:15][CH2:16][CH2:17][O:18][CH2:19][C:20]3[CH:25]=[CH:24][CH:23]=[CH:22][C:21]=3[O:26][CH3:27])=[CH:10][CH:9]=2)[CH2:6][CH2:5][N:4]([C:28]([O:30][C:31]([CH3:34])([CH3:33])[CH3:32])=[O:29])[CH2:3]1)([OH:44])=[O:43], predict the reactants needed to synthesize it. The reactants are: [OH:1][CH:2]1[CH:7]([C:8]2[CH:13]=[CH:12][C:11]([O:14][CH2:15][CH2:16][CH2:17][O:18][CH2:19][C:20]3[CH:25]=[CH:24][CH:23]=[CH:22][C:21]=3[O:26][CH3:27])=[CH:10][CH:9]=2)[CH2:6][CH2:5][N:4]([C:28]([O:30][C:31]([CH3:34])([CH3:33])[CH3:32])=[O:29])[CH2:3]1.Cl[CH2:36][C:37]1[CH:38]=[CH:39][C:40]([CH3:47])=[C:41]([CH:46]=1)[C:42]([O:44]C)=[O:43]. (4) Given the product [Cl:1][C:2]1[CH:7]=[CH:6][C:5]([NH:8][C:9]([CH:11]2[CH2:16][CH2:15][CH:14]([O:17][C:18]3[CH:23]=[CH:22][CH:21]=[CH:20][CH:19]=3)[CH2:13][CH2:12]2)=[O:10])=[CH:4][CH:3]=1, predict the reactants needed to synthesize it. The reactants are: [Cl:1][C:2]1[CH:7]=[CH:6][C:5]([NH:8][C:9]([CH:11]2[CH2:16][CH2:15][CH:14]([OH:17])[CH2:13][CH2:12]2)=[O:10])=[CH:4][CH:3]=1.[CH:18]1[CH:23]=[CH:22][C:21](P([C:18]2[CH:23]=[CH:22][CH:21]=[CH:20][CH:19]=2)[C:18]2[CH:23]=[CH:22][CH:21]=[CH:20][CH:19]=2)=[CH:20][CH:19]=1.C1(O)C=CC=CC=1.CCOC(/N=N/C(OCC)=O)=O. (5) Given the product [F:1][C:2]1[CH:3]=[C:4]([CH:16]=[CH:17][C:18]=1[F:19])[CH2:5][N:6]1[CH:11]=[CH:10][N:9]=[C:8]([C:12]([NH:53][C@H:54]([C:67]2[CH:72]=[CH:71][CH:70]=[CH:69][CH:68]=2)[CH2:55][O:56][C:57]2[CH:66]=[CH:65][C:60]3[NH:61][C:62](=[O:64])[NH:63][C:59]=3[CH:58]=2)=[O:14])[C:7]1=[O:15], predict the reactants needed to synthesize it. The reactants are: [F:1][C:2]1[CH:3]=[C:4]([CH:16]=[CH:17][C:18]=1[F:19])[CH2:5][N:6]1[CH:11]=[CH:10][N:9]=[C:8]([C:12]([OH:14])=O)[C:7]1=[O:15].CN(C(ON1N=NC2C=CC=NC1=2)=[N+](C)C)C.F[P-](F)(F)(F)(F)F.C(N(CC)C(C)C)(C)C.[NH2:53][C@H:54]([C:67]1[CH:72]=[CH:71][CH:70]=[CH:69][CH:68]=1)[CH2:55][O:56][C:57]1[CH:66]=[CH:65][C:60]2[NH:61][C:62](=[O:64])[NH:63][C:59]=2[CH:58]=1.[NH4+].[Cl-]. (6) Given the product [CH3:1][O:2][CH2:3][C@H:4]([CH3:38])[O:5][C:6]1[CH:7]=[C:8]2[C:12](=[C:13]([N:15]([CH3:25])[S:16]([C:19]3[CH:24]=[CH:23][CH:22]=[CH:21][N:20]=3)(=[O:18])=[O:17])[CH:14]=1)[NH:11][C:10]([C:26]1[S:27][CH:28]([CH2:31][N:32]3[CH2:37][CH2:36][S:35](=[O:47])[CH2:34][CH2:33]3)[CH2:29][N:30]=1)=[CH:9]2, predict the reactants needed to synthesize it. The reactants are: [CH3:1][O:2][CH2:3][C@H:4]([CH3:38])[O:5][C:6]1[CH:7]=[C:8]2[C:12](=[C:13]([N:15]([CH3:25])[S:16]([C:19]3[CH:24]=[CH:23][CH:22]=[CH:21][N:20]=3)(=[O:18])=[O:17])[CH:14]=1)[NH:11][C:10]([C:26]1[S:27][CH:28]([CH2:31][N:32]3[CH2:37][CH2:36][S:35][CH2:34][CH2:33]3)[CH2:29][N:30]=1)=[CH:9]2.ClC1C=CC=C(C(OO)=[O:47])C=1.S([O-])([O-])(=O)=S.[Na+].[Na+].